This data is from Catalyst prediction with 721,799 reactions and 888 catalyst types from USPTO. The task is: Predict which catalyst facilitates the given reaction. (1) Reactant: [CH:1]1([CH:7]([NH:20][C:21]2[CH:29]=[CH:28][C:24]([C:25](O)=[O:26])=[CH:23][CH:22]=2)[C:8]2[S:9][C:10]([C:14]3[CH:19]=[CH:18][CH:17]=[CH:16][CH:15]=3)=[CH:11][C:12]=2[CH3:13])[CH2:6][CH2:5][CH2:4][CH2:3][CH2:2]1.[CH3:30][NH:31][CH2:32][CH2:33][C:34]([O:36]CC)=[O:35].Cl.C(N=C=NCCCN(C)C)C.O.OC1C2N=NNC=2C=CC=1. Product: [CH:1]1([CH:7]([NH:20][C:21]2[CH:22]=[CH:23][C:24]([C:25]([N:31]([CH3:30])[CH2:32][CH2:33][C:34]([OH:36])=[O:35])=[O:26])=[CH:28][CH:29]=2)[C:8]2[S:9][C:10]([C:14]3[CH:19]=[CH:18][CH:17]=[CH:16][CH:15]=3)=[CH:11][C:12]=2[CH3:13])[CH2:6][CH2:5][CH2:4][CH2:3][CH2:2]1. The catalyst class is: 842. (2) Reactant: [CH3:1][C:2]1[N:6]([C:7]2[CH:12]=[CH:11][CH:10]=[C:9]([N+:13]([O-])=O)[CH:8]=2)[N:5]=[N:4][N:3]=1.CCOC(C)=O. Product: [CH3:1][C:2]1[N:6]([C:7]2[CH:8]=[C:9]([CH:10]=[CH:11][CH:12]=2)[NH2:13])[N:5]=[N:4][N:3]=1. The catalyst class is: 43. (3) Reactant: Br[C:2]1[CH:3]=[C:4]([Cl:8])[CH:5]=[CH:6][CH:7]=1.[CH3:9][O:10][C:11]1[CH:20]=[C:19]2[C:14]([CH2:15][CH2:16][CH2:17][C:18]2=[O:21])=[CH:13][CH:12]=1.Cl. Product: [Cl:8][C:4]1[CH:3]=[C:2]([C:18]2([OH:21])[C:19]3[C:14](=[CH:13][CH:12]=[C:11]([O:10][CH3:9])[CH:20]=3)[CH2:15][CH2:16][CH2:17]2)[CH:7]=[CH:6][CH:5]=1. The catalyst class is: 27.